Dataset: Full USPTO retrosynthesis dataset with 1.9M reactions from patents (1976-2016). Task: Predict the reactants needed to synthesize the given product. (1) Given the product [CH3:46][C:42]1[N:41]=[C:40]2[N:36]([CH2:35][C:32]3[CH:33]=[CH:34][C:29](/[CH:28]=[CH:27]/[CH2:26][OH:25])=[CH:30][CH:31]=3)[C:37]([C:47]([F:50])([F:49])[F:48])=[N:38][C:39]2=[C:44]([CH3:45])[CH:43]=1, predict the reactants needed to synthesize it. The reactants are: CC1N(CC2C=CC(/C=C/CO)=CC=2)C2=NC(C)=CC(C)=C2N=1.C[O:25][C:26](=O)/[CH:27]=[CH:28]/[C:29]1[CH:34]=[CH:33][C:32]([CH2:35][N:36]2[C:40]3=[N:41][C:42]([CH3:46])=[CH:43][C:44]([CH3:45])=[C:39]3[N:38]=[C:37]2[C:47]([F:50])([F:49])[F:48])=[CH:31][CH:30]=1. (2) Given the product [F:1][C:2]1[C:7]([O:8][CH3:9])=[CH:6][C:5]([O:10][CH3:11])=[C:4]([F:12])[C:3]=1[N:13]1[CH2:14][C:15]2[CH:20]=[N:19][C:18]3[N:21]([CH2:24][C:25]4[CH:26]=[CH:27][C:28]([O:31][CH3:32])=[CH:29][CH:30]=4)[N:22]=[CH:23][C:17]=3[C:16]=2[N:33]([C:34]2[CH:35]=[N:36][N:37]([CH3:39])[CH:38]=2)[C:41]1=[O:40], predict the reactants needed to synthesize it. The reactants are: [F:1][C:2]1[C:7]([O:8][CH3:9])=[CH:6][C:5]([O:10][CH3:11])=[C:4]([F:12])[C:3]=1[NH:13][CH2:14][C:15]1[CH:20]=[N:19][C:18]2[N:21]([CH2:24][C:25]3[CH:30]=[CH:29][C:28]([O:31][CH3:32])=[CH:27][CH:26]=3)[N:22]=[CH:23][C:17]=2[C:16]=1[NH:33][C:34]1[CH:35]=[N:36][N:37]([CH3:39])[CH:38]=1.[O:40]1CCC[CH2:41]1.ClC(Cl)(OC(=O)OC(Cl)(Cl)Cl)Cl.C(N(CC)CC)C. (3) Given the product [C:33]([O:32][C:30]([N:25]1[CH2:24][CH2:23][C:22]2[C:27](=[CH:28][CH:29]=[C:20]([NH:19][C:11]3[N:10]=[C:9]([CH2:8][CH2:7][C:6]4[CH:37]=[CH:38][CH:39]=[CH:40][C:5]=4[CH2:4][C:3]([O-:41])=[O:2])[C:14]([C:15]([F:17])([F:16])[F:18])=[CH:13][N:12]=3)[CH:21]=2)[CH2:26]1)=[O:31])([CH3:36])([CH3:34])[CH3:35].[Li+:44], predict the reactants needed to synthesize it. The reactants are: C[O:2][C:3](=[O:41])[CH2:4][C:5]1[CH:40]=[CH:39][CH:38]=[CH:37][C:6]=1[CH2:7][CH2:8][C:9]1[C:14]([C:15]([F:18])([F:17])[F:16])=[CH:13][N:12]=[C:11]([NH:19][C:20]2[CH:21]=[C:22]3[C:27](=[CH:28][CH:29]=2)[CH2:26][N:25]([C:30]([O:32][C:33]([CH3:36])([CH3:35])[CH3:34])=[O:31])[CH2:24][CH2:23]3)[N:10]=1.O.[OH-].[Li+:44].